Predict the reactants needed to synthesize the given product. From a dataset of Full USPTO retrosynthesis dataset with 1.9M reactions from patents (1976-2016). Given the product [F:68][C:67]1[CH:66]=[C:65]([NH:69][S:70]([CH3:73])(=[O:72])=[O:71])[C:64]([CH3:74])=[CH:63][C:62]=1[C@H:60]([NH:59][C:18]([C:15]1[CH:16]=[C:17]2[C:12](=[CH:13][CH:14]=1)[N:11]=[C:10]([C:21]([F:23])([F:24])[F:22])[CH:9]=[C:8]2[N:4]1[CH2:5][CH2:6][CH2:7][C@@H:3]1[CH2:2][OH:1])=[O:20])[CH3:61], predict the reactants needed to synthesize it. The reactants are: [OH:1][CH2:2][C@H:3]1[CH2:7][CH2:6][CH2:5][N:4]1[C:8]1[C:17]2[C:12](=[CH:13][CH:14]=[C:15]([C:18]([OH:20])=O)[CH:16]=2)[N:11]=[C:10]([C:21]([F:24])([F:23])[F:22])[CH:9]=1.F[P-](F)(F)(F)(F)F.C[N+](C)=C(N(C)C)ON1C2N=CC=CC=2N=N1.C(N(CC)C(C)C)(C)C.Cl.[NH2:59][C@@H:60]([C:62]1[C:67]([F:68])=[CH:66][C:65]([NH:69][S:70]([CH3:73])(=[O:72])=[O:71])=[C:64]([CH3:74])[CH:63]=1)[CH3:61].C([O-])(O)=O.[Na+].